From a dataset of Catalyst prediction with 721,799 reactions and 888 catalyst types from USPTO. Predict which catalyst facilitates the given reaction. (1) Reactant: Cl[C:2]1[C:11]2[C:6](=[CH:7][C:8]([O:14][CH3:15])=[CH:9][C:10]=2[O:12][CH3:13])[N:5]=[CH:4][N:3]=1.[OH:16][C:17]1[CH:18]=[N:19][N:20]([CH2:22][C:23]([O:25][C:26]([CH3:29])([CH3:28])[CH3:27])=[O:24])[CH:21]=1.C(=O)([O-])[O-].[K+].[K+].CN(C=O)C. Product: [CH3:13][O:12][C:10]1[CH:9]=[C:8]([O:14][CH3:15])[CH:7]=[C:6]2[C:11]=1[C:2]([O:16][C:17]1[CH:18]=[N:19][N:20]([CH2:22][C:23]([O:25][C:26]([CH3:29])([CH3:28])[CH3:27])=[O:24])[CH:21]=1)=[N:3][CH:4]=[N:5]2. The catalyst class is: 13. (2) Reactant: [C:9](O[C:9]([O:11][C:12]([CH3:15])([CH3:14])[CH3:13])=[O:10])([O:11][C:12]([CH3:15])([CH3:14])[CH3:13])=[O:10].[Br:16][C:17]1[CH:18]=[C:19]([C@:22]23[N:31]=[C:30]([NH2:32])[S:29][CH2:28][C@@H:27]2[CH2:26][CH2:25][O:24][CH2:23]3)[S:20][CH:21]=1. Product: [C:12]([O:11][C:9]([N:32]([C:30]1[S:29][CH2:28][C@H:27]2[C@@:22]([C:19]3[S:20][CH:21]=[C:17]([Br:16])[CH:18]=3)([CH2:23][O:24][CH2:25][CH2:26]2)[N:31]=1)[C:9]([O:11][C:12]([CH3:13])([CH3:14])[CH3:15])=[O:10])=[O:10])([CH3:15])([CH3:14])[CH3:13]. The catalyst class is: 251. (3) Reactant: [C:1]([C:5]1[CH:30]=[C:8]2[N:9]=[C:10]([CH3:29])[C:11]([CH:21]([CH2:26][CH2:27][CH3:28])[C:22]([O:24]C)=[O:23])=[C:12]([C:13]3[CH:18]=[CH:17][C:16]([CH2:19][CH3:20])=[CH:15][CH:14]=3)[N:7]2[N:6]=1)([CH3:4])([CH3:3])[CH3:2].[OH-].[Li+].[OH-].[Na+]. Product: [C:1]([C:5]1[CH:30]=[C:8]2[N:9]=[C:10]([CH3:29])[C:11]([CH:21]([CH2:26][CH2:27][CH3:28])[C:22]([OH:24])=[O:23])=[C:12]([C:13]3[CH:18]=[CH:17][C:16]([CH2:19][CH3:20])=[CH:15][CH:14]=3)[N:7]2[N:6]=1)([CH3:4])([CH3:3])[CH3:2]. The catalyst class is: 5. (4) Reactant: [Cl:1][C:2]1[CH:3]=[C:4]([S:16]([NH2:19])(=[O:18])=[O:17])[CH:5]=[N:6][C:7]=1[O:8][CH2:9][C@H:10]1[O:15][CH2:14][CH2:13][NH:12][CH2:11]1.CO.C(O[C:25]1(O[Si](C)(C)C)[CH2:27][CH2:26]1)C.C([BH3-])#N.[Na+]. The catalyst class is: 15. Product: [Cl:1][C:2]1[CH:3]=[C:4]([S:16]([NH2:19])(=[O:18])=[O:17])[CH:5]=[N:6][C:7]=1[O:8][CH2:9][C@H:10]1[O:15][CH2:14][CH2:13][N:12]([CH:25]2[CH2:27][CH2:26]2)[CH2:11]1. (5) Reactant: [NH2:1][C:2]1[CH:11]=[C:10]([OH:12])[C:9]2[C:4](=[CH:5][CH:6]=[CH:7][CH:8]=2)[N:3]=1.C([O-])([O-])=O.[K+].[K+].Br[CH2:20][CH2:21][OH:22]. Product: [NH2:1][C:2]1[CH:11]=[C:10]([O:12][CH2:20][CH2:21][OH:22])[C:9]2[C:4](=[CH:5][CH:6]=[CH:7][CH:8]=2)[N:3]=1. The catalyst class is: 3. (6) Reactant: [CH2:1]([C:3]1[CH:8]=[CH:7][CH:6]=[C:5]([CH2:9][CH3:10])[C:4]=1[C:11]1[N:16]=[C:15]([C:17]2[CH2:22][CH2:21][N:20](C(OC(C)(C)C)=O)[CH2:19][CH:18]=2)[C:14]([CH2:30][O:31][C:32]2[CH:37]=[C:36]([CH:38]([CH3:40])[CH3:39])[CH:35]=[CH:34][C:33]=2[CH3:41])=[C:13]([CH3:42])[N:12]=1)[CH3:2].C(O)(C(F)(F)F)=O. Product: [CH2:1]([C:3]1[CH:8]=[CH:7][CH:6]=[C:5]([CH2:9][CH3:10])[C:4]=1[C:11]1[N:12]=[C:13]([CH3:42])[C:14]([CH2:30][O:31][C:32]2[CH:37]=[C:36]([CH:38]([CH3:39])[CH3:40])[CH:35]=[CH:34][C:33]=2[CH3:41])=[C:15]([C:17]2[CH2:22][CH2:21][NH:20][CH2:19][CH:18]=2)[N:16]=1)[CH3:2]. The catalyst class is: 2. (7) Reactant: [Br:1][C:2]1[CH:3]=[C:4]([CH:7]=[C:8]([F:10])[CH:9]=1)[CH:5]=[O:6].[BH4-].[Na+]. Product: [Br:1][C:2]1[CH:3]=[C:4]([CH:7]=[C:8]([F:10])[CH:9]=1)[CH2:5][OH:6]. The catalyst class is: 5. (8) Product: [C:20]([O:19][C:17]([N:14]1[CH2:15][CH2:16][N:11]([C:9]([O:8][CH2:1][C:2]2[CH:3]=[CH:4][CH:5]=[CH:6][CH:7]=2)=[O:10])[CH2:12][C@@H:13]1[CH2:24][C:25]([O:27][CH3:28])=[O:26])=[O:18])([CH3:22])([CH3:23])[CH3:21]. Reactant: [CH2:1]([O:8][C:9]([N:11]1[CH2:16][CH2:15][N:14]([C:17]([O:19][C:20]([CH3:23])([CH3:22])[CH3:21])=[O:18])[C@@H:13]([CH2:24][C:25]([OH:27])=[O:26])[CH2:12]1)=[O:10])[C:2]1[CH:7]=[CH:6][CH:5]=[CH:4][CH:3]=1.[C:28](=O)([O-])[O-].[K+].[K+].IC. The catalyst class is: 21.